Dataset: Experimentally validated miRNA-target interactions with 360,000+ pairs, plus equal number of negative samples. Task: Binary Classification. Given a miRNA mature sequence and a target amino acid sequence, predict their likelihood of interaction. (1) The miRNA is mmu-miR-151-3p with sequence CUAGACUGAGGCUCCUUGAGG. The protein sequence of the target gene is MAPARARLSPALWVVTAAAAATCVSAGRGEVNLLDTSTIHGDWGWLTYPAHGWDSINEVDESFRPIHTYQVCNVMSPNQNNWLRTNWVPRDGARRVYAEIKFTLRDCNSIPGVLGTCKETFNLHYLESDRDLGASTQESQFLKIDTIAADESFTGADLGVRRLKLNTEVRGVGPLSKRGFYLAFQDIGACLAILSLRIYYKKCPAMVRNLAAFSEAVTGADSSSLVEVRGQCVRHSEERDTPKMYCSAEGEWLVPIGKCVCSAGYEERRDACMACELGFYKSAPGDQLCARCPPHSHSAT.... Result: 0 (no interaction). (2) The miRNA is mmu-miR-9-5p with sequence UCUUUGGUUAUCUAGCUGUAUGA. The protein sequence of the target gene is MESGTVLLESKSSPLNLLHEMHELRLLGHLCDVTVSIENQGVHEDFMAHKAVLAATSKFFKEVFLNEKSADGTRTNVYLNEVQAVDFASFLEFVYTAKVRVEEDRVQQMLEVAEKLKCLDLSETCLQLKKQMLESVLLELQNFSESQEVEASSGPQVSVTPSSKASVPGEDAHSNGLVDSSDYPIERLGNGLSPETPSKKCKEKLDKKKDVAKPPFPKIRRASGRLAGKKVFVEIPKKKYTRRLREQQKSAEEAAENDKCPQDQSPDNERMETEPAAKSEACPASVELEESLQKVEGEKE.... Result: 1 (interaction). (3) The protein sequence of the target gene is MGCCGCSGGCGSGCGGCGSGCGGCGSGCGGCGSGCGGCGSGCGGCGSSCCVPICCCKPVCCCVPACSCSSCGSCGGSKGGYGSCGGSKGGCVSCGGSKGGCGSCGGSKGGCGSCGGSKGGCGSCGGSKGGCVSCGGSKGGCGSCGGSKGGCVSCGGSKGGCGSCGGSKGGCGSCGGSKGGCGSCGGSKGGCGSCGCSQCSCCKPCCCSSGCGSSCCQSSCCKPCCSSSGCGSSCCQSSCCKPYCCQSSCCKPCCSSSGCGSSCCQSSCCNPCCSQSSCCVPVCCQCKI. Result: 1 (interaction). The miRNA is hsa-miR-3120-3p with sequence CACAGCAAGUGUAGACAGGCA. (4) The miRNA is hsa-miR-664a-5p with sequence ACUGGCUAGGGAAAAUGAUUGGAU. The protein sequence of the target gene is MASRRKSTTPCMVLASEQDPDLELISDLDEGPPILTPVENAKAESVSSDEEVHGSVDSDNQQNKKVEGGYECKYCTFQTPDLNMFTFHVDSEHPNVVLNSSYVCVECNFLTKRYDALSEHNLKYHPGEENFKLTMVKRNNQTIFEQTINDLTFDGSFVKEENTEQGESIDVSSSGISISKTPIMKMMKNKVENKRITVHHNSAEGTSEEKENGVKASQEENAESVSSSALESNTSTSTINRVHPSPASTVVTPTAVLPGLAQVITAVSAQQNSNLLPKVLIPVNSIPTYNAALDNNPLLL.... Result: 0 (no interaction).